Task: Regression. Given two drug SMILES strings and cell line genomic features, predict the synergy score measuring deviation from expected non-interaction effect.. Dataset: NCI-60 drug combinations with 297,098 pairs across 59 cell lines (1) Drug 1: C1CC(=O)NC(=O)C1N2CC3=C(C2=O)C=CC=C3N. Drug 2: C1=CC(=CC=C1CC(C(=O)O)N)N(CCCl)CCCl.Cl. Cell line: HCC-2998. Synergy scores: CSS=8.16, Synergy_ZIP=-1.58, Synergy_Bliss=8.46, Synergy_Loewe=0.667, Synergy_HSA=4.88. (2) Drug 1: C1=CC=C(C(=C1)C(C2=CC=C(C=C2)Cl)C(Cl)Cl)Cl. Drug 2: CCCCCOC(=O)NC1=NC(=O)N(C=C1F)C2C(C(C(O2)C)O)O. Cell line: NCI-H522. Synergy scores: CSS=2.91, Synergy_ZIP=0.149, Synergy_Bliss=1.76, Synergy_Loewe=0.968, Synergy_HSA=0.724. (3) Drug 1: CC1OCC2C(O1)C(C(C(O2)OC3C4COC(=O)C4C(C5=CC6=C(C=C35)OCO6)C7=CC(=C(C(=C7)OC)O)OC)O)O. Drug 2: CCC(=C(C1=CC=CC=C1)C2=CC=C(C=C2)OCCN(C)C)C3=CC=CC=C3.C(C(=O)O)C(CC(=O)O)(C(=O)O)O. Cell line: NCI/ADR-RES. Synergy scores: CSS=-0.0365, Synergy_ZIP=1.45, Synergy_Bliss=0.540, Synergy_Loewe=-1.25, Synergy_HSA=-1.25. (4) Drug 1: C1=CC(=C2C(=C1NCCNCCO)C(=O)C3=C(C=CC(=C3C2=O)O)O)NCCNCCO. Synergy scores: CSS=49.3, Synergy_ZIP=13.2, Synergy_Bliss=12.2, Synergy_Loewe=-11.6, Synergy_HSA=10.1. Drug 2: COCCOC1=C(C=C2C(=C1)C(=NC=N2)NC3=CC=CC(=C3)C#C)OCCOC.Cl. Cell line: HT29. (5) Drug 1: C1=CC(=CC=C1C#N)C(C2=CC=C(C=C2)C#N)N3C=NC=N3. Drug 2: C1=CN(C(=O)N=C1N)C2C(C(C(O2)CO)O)O.Cl. Cell line: OVCAR-5. Synergy scores: CSS=37.2, Synergy_ZIP=8.79, Synergy_Bliss=12.1, Synergy_Loewe=0.104, Synergy_HSA=10.1. (6) Drug 1: C1=CC(=CC=C1CC(C(=O)O)N)N(CCCl)CCCl.Cl. Drug 2: C1=CN(C=N1)CC(O)(P(=O)(O)O)P(=O)(O)O. Cell line: SK-MEL-28. Synergy scores: CSS=0.777, Synergy_ZIP=-0.927, Synergy_Bliss=-1.82, Synergy_Loewe=-5.75, Synergy_HSA=-5.37. (7) Drug 1: CC(C1=C(C=CC(=C1Cl)F)Cl)OC2=C(N=CC(=C2)C3=CN(N=C3)C4CCNCC4)N. Drug 2: C(=O)(N)NO. Cell line: SNB-75. Synergy scores: CSS=2.65, Synergy_ZIP=-0.506, Synergy_Bliss=-0.886, Synergy_Loewe=-1.38, Synergy_HSA=-1.11. (8) Drug 1: C1=CC(=CC=C1CCCC(=O)O)N(CCCl)CCCl. Drug 2: CN(C(=O)NC(C=O)C(C(C(CO)O)O)O)N=O. Cell line: SNB-75. Synergy scores: CSS=6.50, Synergy_ZIP=-8.09, Synergy_Bliss=-4.70, Synergy_Loewe=-17.1, Synergy_HSA=-4.51. (9) Drug 1: C1CCC(CC1)NC(=O)N(CCCl)N=O. Drug 2: C1=NC2=C(N1)C(=S)N=CN2. Cell line: A498. Synergy scores: CSS=16.7, Synergy_ZIP=-4.85, Synergy_Bliss=-0.956, Synergy_Loewe=-3.63, Synergy_HSA=-1.75.